From a dataset of Reaction yield outcomes from USPTO patents with 853,638 reactions. Predict the reaction yield, written as a fraction of the theoretical maximum amount of product (1.0 means a 100% yield; for example, 0.34 means a 34% yield). (1) The reactants are [I:1][C:2]1[C:10]2[C:5](=[CH:6][CH:7]=[C:8]([C:11]([OH:13])=O)[CH:9]=2)[NH:4][N:3]=1.[CH:14]1([CH:19]([C:21]2[CH:26]=[CH:25][CH:24]=[CH:23][N:22]=2)[NH2:20])[CH2:18][CH2:17][CH2:16][CH2:15]1.CN(C(ON1N=NC2C=CC=CC1=2)=[N+](C)C)C.[B-](F)(F)(F)F.CCN(C(C)C)C(C)C. The yield is 0.750. The catalyst is CN(C=O)C. The product is [CH:14]1([CH:19]([C:21]2[CH:26]=[CH:25][CH:24]=[CH:23][N:22]=2)[NH:20][C:11]([C:8]2[CH:9]=[C:10]3[C:5](=[CH:6][CH:7]=2)[NH:4][N:3]=[C:2]3[I:1])=[O:13])[CH2:15][CH2:16][CH2:17][CH2:18]1. (2) The reactants are [Cl:1][C:2]1[C:3]([O:12][C:13]2[CH:18]=[C:17]([O:19][CH2:20][CH2:21][O:22][CH3:23])[CH:16]=[CH:15][C:14]=2/[CH:24]=[CH:25]/[C:26]([OH:28])=O)=[N:4][CH:5]=[C:6]([C:8]([F:11])([F:10])[F:9])[CH:7]=1.[CH2:29]([S:34]([NH2:37])(=[O:36])=[O:35])[CH2:30][CH2:31][CH2:32][CH3:33].N12CCCN=C1CCCCC2. The catalyst is O1CCCC1. The product is [Cl:1][C:2]1[C:3]([O:12][C:13]2[CH:18]=[C:17]([O:19][CH2:20][CH2:21][O:22][CH3:23])[CH:16]=[CH:15][C:14]=2/[CH:24]=[CH:25]/[C:26]([NH:37][S:34]([CH2:29][CH2:30][CH2:31][CH2:32][CH3:33])(=[O:36])=[O:35])=[O:28])=[N:4][CH:5]=[C:6]([C:8]([F:9])([F:10])[F:11])[CH:7]=1. The yield is 0.160. (3) The reactants are [CH3:1][O:2][C:3]1[N:8]=[CH:7][C:6]([N:9]2[C:13]([C:14]3[N:15]([CH3:19])[CH:16]=[CH:17][CH:18]=3)=[CH:12][C:11]([C:20]([OH:22])=O)=[N:10]2)=[CH:5][CH:4]=1.[C:23]([NH2:27])([CH3:26])([CH3:25])[CH3:24]. No catalyst specified. The product is [C:23]([NH:27][C:20]([C:11]1[CH:12]=[C:13]([C:14]2[N:15]([CH3:19])[CH:16]=[CH:17][CH:18]=2)[N:9]([C:6]2[CH:7]=[N:8][C:3]([O:2][CH3:1])=[CH:4][CH:5]=2)[N:10]=1)=[O:22])([CH3:26])([CH3:25])[CH3:24]. The yield is 0.530. (4) The reactants are [Cl:1][C:2]1[C:3]([CH:9]=O)=[N:4][CH:5]=[C:6]([Cl:8])[N:7]=1.[CH2:11]([NH:18][CH2:19][C@@H:20]([OH:22])[CH3:21])[C:12]1[CH:17]=[CH:16][CH:15]=[CH:14][CH:13]=1.C(O[BH-](OC(=O)C)OC(=O)C)(=O)C.[Na+].C(=O)([O-])O.[Na+]. The catalyst is C1COCC1.C(OCC)(=O)C.C(O)(=O)C. The product is [CH2:11]([N:18]([CH2:9][C:3]1[C:2]([Cl:1])=[N:7][C:6]([Cl:8])=[CH:5][N:4]=1)[CH2:19][C@@H:20]([OH:22])[CH3:21])[C:12]1[CH:17]=[CH:16][CH:15]=[CH:14][CH:13]=1. The yield is 0.630. (5) The reactants are [CH2:1]([O:4][C:5]1[C:14]([CH3:15])=[CH:13][C:8]([C:9](=[NH:12])[NH:10][OH:11])=[CH:7][C:6]=1[CH3:16])[CH:2]=[CH2:3].[Cl:17][C:18]1[C:19]2[N:20]([CH:28]=[C:29]([C:31](O)=O)[N:30]=2)[CH:21]=[C:22]([C:24]([F:27])([F:26])[F:25])[CH:23]=1.CCN=C=NCCCN(C)C.Cl.C1C=CC2N(O)N=NC=2C=1. The catalyst is CN(C)C(=O)C.CCOC(C)=O. The product is [CH2:1]([O:4][C:5]1[C:14]([CH3:15])=[CH:13][C:8]([C:9]2[N:12]=[C:31]([C:29]3[N:30]=[C:19]4[C:18]([Cl:17])=[CH:23][C:22]([C:24]([F:25])([F:26])[F:27])=[CH:21][N:20]4[CH:28]=3)[O:11][N:10]=2)=[CH:7][C:6]=1[CH3:16])[CH:2]=[CH2:3]. The yield is 0.188.